Dataset: Catalyst prediction with 721,799 reactions and 888 catalyst types from USPTO. Task: Predict which catalyst facilitates the given reaction. (1) The catalyst class is: 4. Reactant: [CH2:1]([O:8][CH2:9][CH2:10][NH:11][C:12]1[CH:17]=[C:16]([CH3:18])[N:15]=[C:14]([O:19][C:20]2[CH:25]=[CH:24][CH:23]=[CH:22][CH:21]=2)[C:13]=1[NH2:26])[C:2]1[CH:7]=[CH:6][CH:5]=[CH:4][CH:3]=1.C(N(CC)CC)C.[CH2:34]([O:36][CH2:37][C:38](Cl)=[O:39])[CH3:35]. Product: [CH2:1]([O:8][CH2:9][CH2:10][NH:11][C:12]1[CH:17]=[C:16]([CH3:18])[N:15]=[C:14]([O:19][C:20]2[CH:21]=[CH:22][CH:23]=[CH:24][CH:25]=2)[C:13]=1[NH:26][C:38](=[O:39])[CH2:37][O:36][CH2:34][CH3:35])[C:2]1[CH:7]=[CH:6][CH:5]=[CH:4][CH:3]=1. (2) Reactant: Br[C:2]1[N:7]=[C:6]([C:8]2[CH:9]=[C:10]([OH:14])[CH:11]=[CH:12][CH:13]=2)[N:5]=[C:4]2[N:15]([C:18]3[CH:23]=[CH:22][CH:21]=[CH:20][CH:19]=3)[N:16]=[CH:17][C:3]=12.Cl.[CH:25]12[O:32][CH:29]([CH2:30][CH2:31]1)[CH2:28][NH:27][CH2:26]2.C(N(CC)CC)C. Product: [CH:29]12[O:32][CH:25]([CH2:31][CH2:30]1)[CH2:26][N:27]([C:2]1[N:7]=[C:6]([C:8]3[CH:9]=[C:10]([OH:14])[CH:11]=[CH:12][CH:13]=3)[N:5]=[C:4]3[N:15]([C:18]4[CH:23]=[CH:22][CH:21]=[CH:20][CH:19]=4)[N:16]=[CH:17][C:3]=13)[CH2:28]2. The catalyst class is: 8. (3) Reactant: [N:1]1[CH:6]=[CH:5][N:4]=[CH:3][C:2]=1[C:7]1[CH:8]=[CH:9][C:10]([C:13]([O:15]C(C)(C)C)=[O:14])=[N:11][CH:12]=1.C(O)(C(F)(F)F)=O. Product: [N:1]1[CH:6]=[CH:5][N:4]=[CH:3][C:2]=1[C:7]1[CH:8]=[CH:9][C:10]([C:13]([OH:15])=[O:14])=[N:11][CH:12]=1. The catalyst class is: 4. (4) Reactant: [Br:1][C:2]1[CH:3]=[CH:4][C:5]([OH:8])=[N:6][CH:7]=1.C(=O)([O-])[O-].[Cs+].[Cs+].Cl[C:16]([F:21])([F:20])C([O-])=O.[Na+]. Product: [Br:1][C:2]1[CH:3]=[CH:4][C:5]([O:8][CH:16]([F:21])[F:20])=[N:6][CH:7]=1. The catalyst class is: 35.